This data is from Forward reaction prediction with 1.9M reactions from USPTO patents (1976-2016). The task is: Predict the product of the given reaction. Given the reactants [F:1][C:2]1[CH:7]=[CH:6][C:5]([CH:8]2[C:17]([CH3:24])([C:18]3[N:19]([CH3:23])[CH:20]=[CH:21][N:22]=3)[C:16](=O)[C:15]3[C:14]([C:26]([O:28]CC)=O)=[CH:13][CH:12]=[CH:11][C:10]=3[NH:9]2)=[CH:4][CH:3]=1.O.[NH2:32][NH2:33], predict the reaction product. The product is: [F:1][C:2]1[CH:7]=[CH:6][C:5]([CH:8]2[NH:9][C:10]3[C:15]4[C:16](=[N:32][NH:33][C:26](=[O:28])[C:14]=4[CH:13]=[CH:12][CH:11]=3)[C:17]2([CH3:24])[C:18]2[N:19]([CH3:23])[CH:20]=[CH:21][N:22]=2)=[CH:4][CH:3]=1.